This data is from Catalyst prediction with 721,799 reactions and 888 catalyst types from USPTO. The task is: Predict which catalyst facilitates the given reaction. (1) Reactant: [CH3:1][C:2]([C:12]1[C:20]2[O:19][CH2:18][CH2:17][C:16]=2[CH:15]=[CH:14][CH:13]=1)([CH3:11])[CH2:3][C:4]1([C:7]([F:10])([F:9])[F:8])[CH2:6][O:5]1.[NH:21]1[C:29]2[CH2:28][CH2:27][CH2:26][C:25](=[O:30])[C:24]=2[CH:23]=[CH:22]1.[O-]CC.[Na+].C(=O)(O)[O-].[Na+]. The catalyst class is: 8. Product: [O:19]1[C:20]2[C:12]([C:2]([CH3:1])([CH3:11])[CH2:3][C:4]([OH:5])([C:7]([F:8])([F:10])[F:9])[CH2:6][N:21]3[C:29]4[CH2:28][CH2:27][CH2:26][C:25](=[O:30])[C:24]=4[CH:23]=[CH:22]3)=[CH:13][CH:14]=[CH:15][C:16]=2[CH2:17][CH2:18]1. (2) Reactant: C(N1CCN([C:10]([C:12]2[CH:19]=[CH:18][C:15]([CH:16]=[O:17])=[CH:14][CH:13]=2)=[O:11])CC1)(C)C.C(C1C=CC(C=O)=CC=1)(O)=O.O=S(Cl)[Cl:33].CN(C)C=O.[OH-].[Na+].Cl. Product: [CH:16]([C:15]1[CH:18]=[CH:19][C:12]([C:10]([Cl:33])=[O:11])=[CH:13][CH:14]=1)=[O:17]. The catalyst class is: 11. (3) Reactant: [OH:1][CH2:2][C:3]1[CH:8]=[CH:7][N:6]2[N:9]=[CH:10][C:11](C(OC)=O)=[C:5]2[CH:4]=1.[OH-].[Na+]. Product: [N:9]1[N:6]2[CH:7]=[CH:8][C:3]([CH2:2][OH:1])=[CH:4][C:5]2=[CH:11][CH:10]=1. The catalyst class is: 82. (4) Reactant: [F:1][C:2]([F:38])([F:37])[C:3]1[CH:4]=[C:5]([CH:30]=[C:31]([C:33]([F:36])([F:35])[F:34])[CH:32]=1)[CH2:6][N:7]([CH3:29])[C:8]([C:10]1[C:11]([C:22]2[CH:27]=[CH:26][CH:25]=[CH:24][C:23]=2[CH3:28])=[CH:12][C:13]([C:16]2[CH2:17][CH2:18][NH:19][CH2:20][CH:21]=2)=[N:14][CH:15]=1)=[O:9].Br[CH2:40][CH:41]1[CH2:43][CH2:42]1.C(=O)([O-])[O-].[K+].[K+]. Product: [F:36][C:33]([F:34])([F:35])[C:31]1[CH:30]=[C:5]([CH:4]=[C:3]([C:2]([F:1])([F:37])[F:38])[CH:32]=1)[CH2:6][N:7]([CH3:29])[C:8]([C:10]1[C:11]([C:22]2[CH:27]=[CH:26][CH:25]=[CH:24][C:23]=2[CH3:28])=[CH:12][C:13]([C:16]2[CH2:17][CH2:18][N:19]([CH2:40][CH:41]3[CH2:43][CH2:42]3)[CH2:20][CH:21]=2)=[N:14][CH:15]=1)=[O:9]. The catalyst class is: 115. (5) Reactant: [CH3:1][O:2][C:3]1[CH:8]=[CH:7][CH:6]=[CH:5][C:4]=1[C:9]1[C:14]([N+:15]([O-])=O)=[CH:13][CH:12]=[CH:11][N:10]=1.O.O.[Sn](Cl)Cl. Product: [CH3:1][O:2][C:3]1[CH:8]=[CH:7][CH:6]=[CH:5][C:4]=1[C:9]1[C:14]([NH2:15])=[CH:13][CH:12]=[CH:11][N:10]=1. The catalyst class is: 25. (6) Reactant: C1(P(C2C=CC=CC=2)C2C=CC=CC=2)C=CC=CC=1.II.C(N(CC)CC)C.[CH3:29][CH:30]([CH3:50])[C:31](=[O:49])[CH2:32][NH:33][C:34]([CH2:36][CH2:37][NH:38][C:39](=[O:48])[O:40][CH2:41][C:42]1[CH:47]=[CH:46][CH:45]=[CH:44][CH:43]=1)=O. Product: [CH:30]([C:31]1[O:49][C:34]([CH2:36][CH2:37][NH:38][C:39](=[O:48])[O:40][CH2:41][C:42]2[CH:47]=[CH:46][CH:45]=[CH:44][CH:43]=2)=[N:33][CH:32]=1)([CH3:50])[CH3:29]. The catalyst class is: 4.